From a dataset of Catalyst prediction with 721,799 reactions and 888 catalyst types from USPTO. Predict which catalyst facilitates the given reaction. (1) Reactant: [C:1]1([C:7]2[N:16]=[C:10]3[CH:11]=[CH:12][C:13]([NH2:15])=[CH:14][N:9]3[N:8]=2)[CH:6]=[CH:5][CH:4]=[CH:3][CH:2]=1.[CH2:17]([O:19][C:20]([C:22]1[CH:23]=[N:24][N:25]([CH3:30])[C:26]=1[C:27](O)=[O:28])=[O:21])[CH3:18].CCCP(=O)=O.C(OCC)(=O)C.C(N(C(C)C)CC)(C)C. Product: [CH2:17]([O:19][C:20]([C:22]1[CH:23]=[N:24][N:25]([CH3:30])[C:26]=1[C:27](=[O:28])[NH:15][C:13]1[CH:12]=[CH:11][C:10]2[N:9]([N:8]=[C:7]([C:1]3[CH:2]=[CH:3][CH:4]=[CH:5][CH:6]=3)[N:16]=2)[CH:14]=1)=[O:21])[CH3:18]. The catalyst class is: 7. (2) Reactant: C[O:2][C:3]1[CH:20]=[C:19]([O:21]C)[CH:18]=[C:17]2[C:4]=1[C@@:5]1([CH3:26])[C@H:14]([CH2:15][S:16]2)[C@:13]2([CH3:23])[C@H:8]([C:9]([CH3:25])([CH3:24])[CH2:10][CH2:11][CH2:12]2)[CH2:7][CH2:6]1.B(Br)(Br)Br. Product: [CH3:26][C@@:5]12[CH2:6][CH2:7][C@@H:8]3[C@:13]([CH3:23])([CH2:12][CH2:11][CH2:10][C:9]3([CH3:24])[CH3:25])[C@H:14]1[CH2:15][S:16][C:17]1[C:4]2=[C:3]([OH:2])[CH:20]=[C:19]([OH:21])[CH:18]=1. The catalyst class is: 2.